Dataset: Forward reaction prediction with 1.9M reactions from USPTO patents (1976-2016). Task: Predict the product of the given reaction. (1) Given the reactants [NH2:1][C:2]1[N:3]([C:23]2[CH:28]=[CH:27][CH:26]=[CH:25][CH:24]=2)[N:4]=[C:5]2[C:14]3[CH:13]=[CH:12][CH:11]=[CH:10][C:9]=3[N:8](CC3C=CC=CC=3)[C:7](=[O:22])[C:6]=12.Br.[OH-].[Na+], predict the reaction product. The product is: [NH2:1][C:2]1[N:3]([C:23]2[CH:24]=[CH:25][CH:26]=[CH:27][CH:28]=2)[N:4]=[C:5]2[C:14]3[CH:13]=[CH:12][CH:11]=[CH:10][C:9]=3[NH:8][C:7](=[O:22])[C:6]=12. (2) The product is: [Cl:1][C:2]1[CH:3]=[C:4]2[C:8](=[CH:9][CH:10]=1)[NH:7][C:6]([C:20]([NH2:48])=[O:22])=[C:5]2[S:25]([N:28]1[CH2:33][CH2:32][O:31][C@H:30]([CH2:34][O:35][C:36]2[CH:37]=[CH:38][C:39]([C:42]3[CH:43]=[N:44][CH:45]=[CH:46][CH:47]=3)=[CH:40][CH:41]=2)[CH2:29]1)(=[O:27])=[O:26]. Given the reactants [Cl:1][C:2]1[CH:3]=[C:4]2[C:8](=[CH:9][CH:10]=1)[N:7](S(C1C=CC=CC=1)(=O)=O)[C:6]([C:20]([O:22]CC)=O)=[C:5]2[S:25]([N:28]1[CH2:33][CH2:32][O:31][C@H:30]([CH2:34][O:35][C:36]2[CH:41]=[CH:40][C:39]([C:42]3[CH:43]=[N:44][CH:45]=[CH:46][CH:47]=3)=[CH:38][CH:37]=2)[CH2:29]1)(=[O:27])=[O:26].[NH3:48], predict the reaction product. (3) Given the reactants [Br:1][C:2]1[C:7]([CH2:8][C:9]#[N:10])=[CH:6][CH:5]=[CH:4][N:3]=1.CSC.C(N(CC)CC)C.[C:21](OC(=O)C)(=[O:23])[CH3:22], predict the reaction product. The product is: [Br:1][C:2]1[C:7]([CH2:8][CH2:9][NH:10][C:21](=[O:23])[CH3:22])=[CH:6][CH:5]=[CH:4][N:3]=1. (4) Given the reactants [Br:1][C:2]1[CH:7]=[CH:6][C:5]([C:8]([OH:10])=[O:9])=[CH:4][N:3]=1.C(Br)(=O)C(Br)=O.CCCCCCC.[CH3:24][C:25]([O-])([CH3:27])[CH3:26].[K+], predict the reaction product. The product is: [Br:1][C:2]1[CH:7]=[CH:6][C:5]([C:8]([O:10][C:25]([CH3:27])([CH3:26])[CH3:24])=[O:9])=[CH:4][N:3]=1. (5) The product is: [O:10]=[C:9]1[O:11][CH2:12][C@@H:7]([NH:6][C:3](=[O:5])[CH3:4])[CH2:8]1. Given the reactants [BH4-].[Na+].[C:3]([NH:6][C@@H:7]1[C:12](=O)[O:11][C:9](=[O:10])[CH2:8]1)(=[O:5])[CH3:4].O, predict the reaction product. (6) Given the reactants Cl[C:2]1[N:7]=[C:6]([NH:8][CH2:9][C:10]2[CH:11]=[C:12]3[C:17](=[CH:18][CH:19]=2)[N:16]=[CH:15][CH:14]=[CH:13]3)[C:5]([N+:20]([O-:22])=[O:21])=[C:4]([NH:23][C:24](=[O:30])[O:25][C:26]([CH3:29])([CH3:28])[CH3:27])[CH:3]=1.[CH3:31][N:32]1[CH:36]=[C:35](B2OC(C)(C)C(C)(C)O2)[CH:34]=[N:33]1.C([O-])([O-])=O.[Na+].[Na+], predict the reaction product. The product is: [CH3:31][N:32]1[CH:36]=[C:35]([C:2]2[N:7]=[C:6]([NH:8][CH2:9][C:10]3[CH:11]=[C:12]4[C:17](=[CH:18][CH:19]=3)[N:16]=[CH:15][CH:14]=[CH:13]4)[C:5]([N+:20]([O-:22])=[O:21])=[C:4]([NH:23][C:24](=[O:30])[O:25][C:26]([CH3:27])([CH3:29])[CH3:28])[CH:3]=2)[CH:34]=[N:33]1. (7) Given the reactants [C:1]([C:5]1[CH:10]=[CH:9][C:8]([S:11](Cl)(=[O:13])=[O:12])=[CH:7][CH:6]=1)([CH3:4])([CH3:3])[CH3:2].[NH2:15][CH2:16][C:17]1[CH:25]=[CH:24][C:20]([C:21]([OH:23])=[O:22])=[CH:19][CH:18]=1.Cl, predict the reaction product. The product is: [C:1]([C:5]1[CH:10]=[CH:9][C:8]([S:11]([NH:15][CH2:16][C:17]2[CH:18]=[CH:19][C:20]([C:21]([OH:23])=[O:22])=[CH:24][CH:25]=2)(=[O:13])=[O:12])=[CH:7][CH:6]=1)([CH3:4])([CH3:3])[CH3:2]. (8) The product is: [CH3:36][O:37][CH2:38][CH2:34][O:4]/[N:5]=[C:6](/[C:8]1[CH:9]=[CH:10][C:11]2[N:12]([C:14]([CH:17]([C:18]3[C:19]([F:29])=[C:20]4[C:25](=[CH:26][C:27]=3[F:28])[N:24]=[CH:23][CH:22]=[CH:21]4)[CH3:33])=[N:15][N:16]=2)[N:13]=1)\[CH3:7]. Given the reactants OCC[O:4]/[N:5]=[C:6](/[C:8]1[CH:9]=[CH:10][C:11]2[N:12]([C:14]([CH2:17][C:18]3[C:19]([F:29])=[C:20]4[C:25](=[CH:26][C:27]=3[F:28])[N:24]=[CH:23][CH:22]=[CH:21]4)=[N:15][N:16]=2)[N:13]=1)\[CH3:7].[H-].[Na+].I[CH3:33].[CH2:34]1[CH2:38][O:37][CH2:36]C1, predict the reaction product. (9) Given the reactants Cl.[CH:2]1([N:5]2[CH2:10][C:9]3([CH2:15][CH2:14][NH:13][CH2:12][CH2:11]3)[O:8][CH2:7][C:6]2=[O:16])[CH2:4][CH2:3]1.C(=O)([O-])[O-].[K+].[K+].[Br:23][C:24]1[CH:29]=[CH:28][C:27]([CH:30](Br)[CH3:31])=[C:26]([F:33])[CH:25]=1, predict the reaction product. The product is: [Br:23][C:24]1[CH:29]=[CH:28][C:27]([CH:30]([N:13]2[CH2:12][CH2:11][C:9]3([O:8][CH2:7][C:6](=[O:16])[N:5]([CH:2]4[CH2:4][CH2:3]4)[CH2:10]3)[CH2:15][CH2:14]2)[CH3:31])=[C:26]([F:33])[CH:25]=1. (10) Given the reactants Cl[CH2:2][CH2:3][NH:4][C:5](=O)[C:6]1[CH:11]=[CH:10][CH:9]=[CH:8][CH:7]=1.P(Cl)(Cl)(Cl)(Cl)Cl.[CH:19]([C:22]1[CH:34]=[C:33]([CH:35]([CH3:37])[CH3:36])[C:25]2[O:26][C:27]3[CH:32]=[CH:31][CH:30]=[CH:29][C:28]=3[C:24]=2[C:23]=1[NH2:38])([CH3:21])[CH3:20], predict the reaction product. The product is: [CH:19]([C:22]1[CH:34]=[C:33]([CH:35]([CH3:37])[CH3:36])[C:25]2[O:26][C:27]3[CH:32]=[CH:31][CH:30]=[CH:29][C:28]=3[C:24]=2[C:23]=1[N:38]1[CH2:2][CH2:3][N:4]=[C:5]1[C:6]1[CH:11]=[CH:10][CH:9]=[CH:8][CH:7]=1)([CH3:21])[CH3:20].